From a dataset of Catalyst prediction with 721,799 reactions and 888 catalyst types from USPTO. Predict which catalyst facilitates the given reaction. (1) The catalyst class is: 131. Reactant: [C:1]([O:10]CC)(=[O:9])[C:2]1[C:3](=[CH:5][CH:6]=[CH:7][CH:8]=1)[OH:4].[CH3:13][C:14]([CH3:18])=[CH:15][CH2:16]Br.C(=O)([O-])[O-].[K+].[K+]. Product: [CH3:13][C:14]([CH3:18])=[CH:15][CH2:16][O:4][C:3]1[CH:5]=[CH:6][CH:7]=[CH:8][C:2]=1[C:1]([OH:10])=[O:9]. (2) Reactant: [H-].[Na+].[C:3]([C:5]1[C:13]2[C:8](=[CH:9][CH:10]=[CH:11][CH:12]=2)[NH:7][N:6]=1)#[N:4].[CH3:14]I. Product: [C:3]([C:5]1[C:13]2[C:8](=[CH:9][CH:10]=[CH:11][CH:12]=2)[N:7]([CH3:14])[N:6]=1)#[N:4]. The catalyst class is: 9. (3) Reactant: Br[CH2:2][C:3]1[N:8]=[C:7]([N:9]2[C:13](=[O:14])[C:12]3=[CH:15][CH:16]=[CH:17][CH:18]=[C:11]3[C:10]2=[O:19])[CH:6]=[CH:5][CH:4]=1.[C:20]1(=[O:30])[NH:24][C:23](=[O:25])[C:22]2=[CH:26][CH:27]=[CH:28][CH:29]=[C:21]12.[K]. Product: [C:20]1(=[O:30])[N:24]([CH2:2][C:3]2[CH:4]=[CH:5][CH:6]=[C:7]([N:9]3[C:13](=[O:14])[C:12]4=[CH:15][CH:16]=[CH:17][CH:18]=[C:11]4[C:10]3=[O:19])[N:8]=2)[C:23](=[O:25])[C:22]2=[CH:26][CH:27]=[CH:28][CH:29]=[C:21]12. The catalyst class is: 3. (4) Reactant: Cl[C:2]1[N:7]=[CH:6][C:5]([C:8](=[O:12])[CH2:9][CH2:10][CH3:11])=[CH:4][CH:3]=1.[NH3:13]. Product: [NH2:13][C:2]1[N:7]=[CH:6][C:5]([C:8](=[O:12])[CH2:9][CH2:10][CH3:11])=[CH:4][CH:3]=1. The catalyst class is: 6. (5) Reactant: [NH2:1][C:2]1[C:3]([C:12]([NH:14][C@H:15]([C:20]([O:22][CH3:23])=[O:21])[CH2:16][CH:17]([CH3:19])[CH3:18])=[O:13])=[CH:4][C:5]2[C:10]([CH:11]=1)=[CH:9][CH:8]=[CH:7][CH:6]=2.[N:24]([C:27]1[C:32]([CH3:33])=[CH:31][C:30]([CH3:34])=[CH:29][C:28]=1[CH3:35])=[C:25]=[O:26]. The catalyst class is: 17. Product: [CH3:33][C:32]1[CH:31]=[C:30]([CH3:34])[CH:29]=[C:28]([CH3:35])[C:27]=1[NH:24][C:25]([NH:1][C:2]1[C:3]([C:12]([NH:14][C@H:15]([C:20]([O:22][CH3:23])=[O:21])[CH2:16][CH:17]([CH3:19])[CH3:18])=[O:13])=[CH:4][C:5]2[C:10]([CH:11]=1)=[CH:9][CH:8]=[CH:7][CH:6]=2)=[O:26]. (6) Reactant: [F:1][C:2]1[CH:3]=[C:4]2[C:10]([C:11]([NH2:13])=O)=[N:9][N:8]([CH2:14][C:15]3[CH:20]=[CH:19][CH:18]=[CH:17][C:16]=3[F:21])[C:5]2=[N:6][CH:7]=1.N1C=CC=CC=1.FC(F)(F)C(OC(=O)C(F)(F)F)=O. Product: [F:1][C:2]1[CH:3]=[C:4]2[C:10]([C:11]#[N:13])=[N:9][N:8]([CH2:14][C:15]3[CH:20]=[CH:19][CH:18]=[CH:17][C:16]=3[F:21])[C:5]2=[N:6][CH:7]=1. The catalyst class is: 1.